Task: Predict the product of the given reaction.. Dataset: Forward reaction prediction with 1.9M reactions from USPTO patents (1976-2016) (1) Given the reactants [NH2:1][CH2:2][C:3]1[C:4](=[N:9][NH:10][C:11]2[CH:16]=[CH:15][CH:14]=[C:13]([F:17])[CH:12]=2)[C:5]([NH2:8])=[N:6][N:7]=1.[C:18](O[C:18](=[O:25])[C:19]1[CH:24]=[CH:23][N:22]=[CH:21][CH:20]=1)(=[O:25])[C:19]1[CH:24]=[CH:23][N:22]=[CH:21][CH:20]=1.C(N(CC)CC)C.C(OCC)(=O)C, predict the reaction product. The product is: [NH2:8][C:5]1[C:4](=[N:9][NH:10][C:11]2[CH:16]=[CH:15][CH:14]=[C:13]([F:17])[CH:12]=2)[C:3]([CH2:2][NH:1][C:18](=[O:25])[C:19]2[CH:24]=[CH:23][N:22]=[CH:21][CH:20]=2)=[N:7][N:6]=1. (2) Given the reactants [CH2:1]([N:3]1[C:9](=[O:10])[C:8]([CH3:12])([CH3:11])[C:7](=[O:13])[N:6]([CH3:14])[C:5]2[CH:15]=[C:16](OS(C(F)(F)F)(=O)=O)[CH:17]=[CH:18][C:4]1=2)[CH3:2].[C:27]([O:31][CH2:32][CH3:33])(=[O:30])[CH:28]=[CH2:29].[Cl-].[Li+].C(N(CC)CC)C, predict the reaction product. The product is: [CH2:32]([O:31][C:27](=[O:30])/[CH:28]=[CH:29]/[C:16]1[CH:17]=[CH:18][C:4]2[N:3]([CH2:1][CH3:2])[C:9](=[O:10])[C:8]([CH3:11])([CH3:12])[C:7](=[O:13])[N:6]([CH3:14])[C:5]=2[CH:15]=1)[CH3:33]. (3) Given the reactants [Cl:1][CH2:2][CH2:3][CH2:4][S:5]([O:8][CH2:9][C:10]([CH3:23])([CH3:22])[C@@H:11]([O:14][CH2:15][C:16]1[CH:21]=[CH:20][CH:19]=[CH:18][CH:17]=1)[CH:12]=C)(=[O:7])=[O:6].O=O.[O:26]=[O+][O-].CSC, predict the reaction product. The product is: [Cl:1][CH2:2][CH2:3][CH2:4][S:5]([O:8][CH2:9][C:10]([CH3:22])([CH3:23])[C@@H:11]([O:14][CH2:15][C:16]1[CH:17]=[CH:18][CH:19]=[CH:20][CH:21]=1)[CH:12]=[O:26])(=[O:6])=[O:7]. (4) Given the reactants [NH:1]1[CH2:6][CH:5]=[CH:4][CH2:3][CH2:2]1.[OH2:7].CCN(CC)CC.[CH3:15][C:16]([O:19][C:20](O[C:20]([O:19][C:16]([CH3:18])([CH3:17])[CH3:15])=[O:21])=[O:21])([CH3:18])[CH3:17], predict the reaction product. The product is: [C:16]([O:19][C:20]([N:1]1[CH2:2][CH2:3][CH:4]2[O:7][CH:5]2[CH2:6]1)=[O:21])([CH3:18])([CH3:17])[CH3:15]. (5) The product is: [F:115][C:109]1[CH:110]=[C:111]([F:114])[CH:112]=[CH:113][C:108]=1[CH2:107][N:106]1[C:100]2[C:101](=[C:102]3[CH2:103][N:95]([OH:94])[C:96](=[O:116])[C:97]3=[N:98][CH:99]=2)[CH:104]=[CH:105]1. Given the reactants C(ONC(C1N=CC2N(CC3C=CC(F)=CC=3)C=NC=2C=1)=O)C1C=CC=CC=1.C(ON1CC2C(=NC=C3NC=CC3=2)C1=O)C1C=CC=CC=1.FC1C=C(F)C=CC=1CBr.FC1C=C(F)C=CC=1CN1C2=CN=C(C(OCC)=O)C=C2C(COCC)=C1.C([O:94][N:95]1[CH2:103][C:102]2[C:97](=[N:98][CH:99]=[C:100]3[N:106]([CH2:107][C:108]4[CH:113]=[CH:112][C:111]([F:114])=[CH:110][C:109]=4[F:115])[CH:105]=[CH:104][C:101]3=2)[C:96]1=[O:116])C1C=CC=CC=1, predict the reaction product.